This data is from Reaction yield outcomes from USPTO patents with 853,638 reactions. The task is: Predict the reaction yield, written as a fraction of the theoretical maximum amount of product (1.0 means a 100% yield; for example, 0.34 means a 34% yield). (1) The reactants are Br[C:2]1[CH:9]=[CH:8][C:5]([CH2:6][OH:7])=[CH:4][C:3]=1[CH3:10].[C:11]([C:13]1[CH:18]=[CH:17][CH:16]=[CH:15][C:14]=1OB(O)O)#[N:12].ClCCl.C(=O)([O-])[O-].[Na+].[Na+]. The catalyst is [Br-].C([N+](CCCC)(CCCC)CCCC)CCC.C1C=CC(P(C2C=CC=CC=2)[C-]2C=CC=C2)=CC=1.C1C=CC(P(C2C=CC=CC=2)[C-]2C=CC=C2)=CC=1.Cl[Pd]Cl.[Fe+2].C1(C)C=CC=CC=1. The product is [OH:7][CH2:6][C:5]1[CH:8]=[CH:9][C:2]([C:14]2[C:13]([C:11]#[N:12])=[CH:18][CH:17]=[CH:16][CH:15]=2)=[C:3]([CH3:10])[CH:4]=1. The yield is 0.240. (2) The reactants are [CH2:1]([O:3][C:4](=[O:17])[CH2:5][C:6]1[NH:11][C:10]2[CH:12]=[CH:13][C:14]([NH2:16])=[CH:15][C:9]=2[S:8][CH:7]=1)[CH3:2].C(N(CC)CC)C.[CH3:25][S:26](Cl)(=[O:28])=[O:27]. The catalyst is ClCCl. The product is [CH2:1]([O:3][C:4](=[O:17])[CH2:5][C:6]1[NH:11][C:10]2[CH:12]=[CH:13][C:14]([NH:16][S:26]([CH3:25])(=[O:28])=[O:27])=[CH:15][C:9]=2[S:8][CH:7]=1)[CH3:2]. The yield is 0.710. (3) The reactants are C[O:2][C:3]([C:5]1[CH:6]=[C:7]2[C:12](=[CH:13][CH:14]=1)[NH:11][CH:10]([C:15]1[CH:20]=[C:19]([Br:21])[CH:18]=[CH:17][C:16]=1[Cl:22])[CH2:9][C:8]2([CH3:24])[CH3:23])=[O:4].[OH-].[Na+].Cl. The catalyst is CO.O1CCCC1.O. The product is [Br:21][C:19]1[CH:18]=[CH:17][C:16]([Cl:22])=[C:15]([CH:10]2[CH2:9][C:8]([CH3:24])([CH3:23])[C:7]3[C:12](=[CH:13][CH:14]=[C:5]([C:3]([OH:4])=[O:2])[CH:6]=3)[NH:11]2)[CH:20]=1. The yield is 0.990.